This data is from Reaction yield outcomes from USPTO patents with 853,638 reactions. The task is: Predict the reaction yield, written as a fraction of the theoretical maximum amount of product (1.0 means a 100% yield; for example, 0.34 means a 34% yield). (1) The reactants are [CH3:1][C:2]1([CH3:14])[C:6]([CH3:8])([CH3:7])[O:5][B:4]([C:9]2[CH:10]=[N:11][NH:12][CH:13]=2)[O:3]1.Cl[CH2:16][C:17]1[CH:22]=[CH:21][N:20]=[CH:19][CH:18]=1.C(=O)([O-])[O-].[Cs+].[Cs+]. The catalyst is C(#N)C.O. The product is [CH3:1][C:2]1([CH3:14])[C:6]([CH3:7])([CH3:8])[O:5][B:4]([C:9]2[CH:13]=[N:12][N:11]([CH2:16][C:17]3[CH:22]=[CH:21][N:20]=[CH:19][CH:18]=3)[CH:10]=2)[O:3]1. The yield is 0.900. (2) The yield is 0.600. The reactants are O=C[C@H]([C@H]([C@H](CO)O)O)O.S(=O)(=O)(O)O.C(=O)([O-])[O-].[Li+].[Li+].[C:22]([O:25][CH:26]1[O:38][C@@H:37]([CH2:39][O:40][C:41](=[O:43])[CH3:42])[C@H:32]([O:33][C:34](=[O:36])[CH3:35])[C@@H:27]1[O:28][C:29](=[O:31])[CH3:30])(=[O:24])[CH3:23]. The catalyst is CO.C(O)(=O)C.C(OC(=O)C)(=O)C.C(O)(C)C.O. The product is [C:22]([O:25][C@H:26]1[O:38][C@@H:37]([CH2:39][O:40][C:41](=[O:43])[CH3:42])[C@H:32]([O:33][C:34](=[O:36])[CH3:35])[C@@H:27]1[O:28][C:29](=[O:31])[CH3:30])(=[O:24])[CH3:23]. (3) The reactants are [O:1]=[S:2]1(=[O:36])[CH2:6][CH2:5][CH2:4][N:3]1[C:7]1[N:8]=[C:9]([C:25]2[C:30]([CH3:31])=[CH:29][N:28]=[C:27]([NH:32][C:33](=[O:35])[CH3:34])[CH:26]=2)[O:10][C:11]=1[C:12]1[N:16]=[CH:15][N:14](COCC[Si](C)(C)C)[N:13]=1.CCCC[N+](CCCC)(CCCC)CCCC.[F-]. The catalyst is C1COCC1. The product is [O:36]=[S:2]1(=[O:1])[CH2:6][CH2:5][CH2:4][N:3]1[C:7]1[N:8]=[C:9]([C:25]2[C:30]([CH3:31])=[CH:29][N:28]=[C:27]([NH:32][C:33](=[O:35])[CH3:34])[CH:26]=2)[O:10][C:11]=1[C:12]1[NH:16][CH:15]=[N:14][N:13]=1. The yield is 0.120. (4) The reactants are [CH3:1][O:2][C:3]1[CH:4]=[C:5]([C:12]#[C:13][CH2:14][N:15]2[CH2:20][CH2:19][CH2:18][CH2:17][CH2:16]2)[CH:6]=[CH:7][C:8]=1[N+:9]([O-])=O. The catalyst is CCOC(C)=O.CO. The yield is 0.600. The product is [CH3:1][O:2][C:3]1[CH:4]=[C:5]([CH2:12][CH2:13][CH2:14][N:15]2[CH2:20][CH2:19][CH2:18][CH2:17][CH2:16]2)[CH:6]=[CH:7][C:8]=1[NH2:9]. (5) The reactants are [C:1]([CH2:3][CH2:4][NH:5][C:6]([C:8]1[CH:9]=[C:10]([CH:15]=[CH:16][CH:17]=1)[C:11]([O:13][CH3:14])=[O:12])=O)#[N:2].[N-:18]=[N+:19]=[N-:20].[Na+].C([O-])(O)=O.[Na+].CCOC(C)=O. The catalyst is CC#N. The product is [C:1]([CH2:3][CH2:4][N:5]1[C:6]([C:8]2[CH:9]=[C:10]([CH:15]=[CH:16][CH:17]=2)[C:11]([O:13][CH3:14])=[O:12])=[N:20][N:19]=[N:18]1)#[N:2]. The yield is 0.410.